Predict the reaction yield, written as a fraction of the theoretical maximum amount of product (1.0 means a 100% yield; for example, 0.34 means a 34% yield). From a dataset of Reaction yield outcomes from USPTO patents with 853,638 reactions. The reactants are ClC1C=CC=CC=1CN1C(=O)C(CCCN2CCN(C)CC2)=CC(C2C=CC(F)=C(C)C=2)=N1.[F:34][C:35]1[CH:40]=[CH:39][C:38]([C:41]2[CH:42]=[C:43]([C:48]([O:50][CH3:51])=[O:49])[C:44](=[O:47])[NH:45][N:46]=2)=[CH:37][C:36]=1[CH3:52].CS(O[CH2:58][CH2:59][C:60]1[CH:65]=[CH:64][CH:63]=[CH:62][C:61]=1[Cl:66])(=O)=O. No catalyst specified. The product is [Cl:66][C:61]1[CH:62]=[CH:63][CH:64]=[CH:65][C:60]=1[CH2:59][CH2:58][N:45]1[C:44](=[O:47])[C:43]([C:48]([O:50][CH3:51])=[O:49])=[CH:42][C:41]([C:38]2[CH:39]=[CH:40][C:35]([F:34])=[C:36]([CH3:52])[CH:37]=2)=[N:46]1. The yield is 0.598.